This data is from HIV replication inhibition screening data with 41,000+ compounds from the AIDS Antiviral Screen. The task is: Binary Classification. Given a drug SMILES string, predict its activity (active/inactive) in a high-throughput screening assay against a specified biological target. (1) The drug is CN(C)CCCOC(=O)C(O)(Cc1ccccc1)C1CC1. The result is 0 (inactive). (2) The compound is O=C(NCCCCCCNC(=O)NC1OCC(O)C(O)C1O)NC1OCC(O)C(O)C1O. The result is 0 (inactive). (3) The molecule is [N-]=[N+]=NC1=C(c2ccccn2)C(=O)c2cccc3cccc1c23. The result is 0 (inactive). (4) The drug is CCOC(=O)CCC(NC(=O)c1ccc(OCc2ccc3nc(-c4ccccc4)c(Cl)nc3c2)cc1)C(=O)OCC. The result is 0 (inactive).